This data is from Experimentally validated miRNA-target interactions with 360,000+ pairs, plus equal number of negative samples. The task is: Binary Classification. Given a miRNA mature sequence and a target amino acid sequence, predict their likelihood of interaction. (1) The miRNA is mmu-miR-714 with sequence CGACGAGGGCCGGUCGGUCGC. The protein sequence of the target gene is MFLQYYLNEQGDRVYTLKKFDPMGQQTCSAHPARFSPDDKYSRHRITIKKRFKVLMTQQPRPVL. Result: 0 (no interaction). (2) The protein sequence of the target gene is MSRGSIEIPLRDTDEVIELDFDQLPEGDEVISILKQEHTQLHIWIALALEYYKQGKTEEFVKLLEAARIDGNLDYRDHEKDQMTCLDTLAAYYVQQARKEKNKDNKKDLITQATLLYTMADKIIMYDQNHLLGRACFCLLEGDKMDQADAQFHFVLNQSPNNIPALLGKACISFNKKDYRGALAYYKKALRTNPGCPAEVRLGMGHCFVKLNKLEKARLAFSRALELNSKCVGALVGLAVLELNNKEADSIKNGVQLLSRAYTIDPSNPMVLNHLANHFFFKKDYSKVQHLALHAFHNTE.... Result: 0 (no interaction). The miRNA is mmu-miR-669h-5p with sequence AUGCAUGGGUGUAUAGUUGAGUGC. (3) The miRNA is hsa-miR-4311 with sequence GAAAGAGAGCUGAGUGUG. The protein sequence of the target gene is MCPEEGGAAGLGELRSWWEVPAIAHFCSLFRTAFRLPDFEIEELEAALHRDDVEFISDLIACLLQGCYQRRDITPQTFHSYLEDIINYRWELEEGKPNPLREASFQDLPLRTRVEILHRLCDYRLDADDVFDLLKGLDADSLRVEPLGEDNSGALYWYFYGTRMYKEDPVQGKSNGELSLSRESEGQKNVSSIPGKTGKRRGRPPKRKKLQEEILLSEKQEENSLASEPQTRHGSQGPGQGTWWLLCQTEEEWRQVTESFRERTSLRERQLYKLLSEDFLPEICNMIAQKGKRPQRTKAE.... Result: 1 (interaction). (4) The miRNA is hsa-miR-182-3p with sequence UGGUUCUAGACUUGCCAACUA. The protein sequence of the target gene is MAMNYNAKDEVDGGPPCAPGGTAKTRRPDNTAFKQQRLPAWQPILTAGTVLPIFFIIGLIFIPIGIGIFVTSNNIREIEIDYTGTEPSSPCNKCLSPDVTPCFCTINFTLEKSFEGNVFMYYGLSNFYQNHRRYVKSRDDSQLNGDSSALLNPSKECEPYRRNEDKPIAPCGAIANSMFNDTLELFLIGNDSYPIPIALKKKGIAWWTDKNVKFRNPPGGDNLEERFKGTTKPVNWLKPVYMLDSDPDNNGFINEDFIVWMRTAALPTFRKLYRLIERKSDLHPTLPAGRYSLNVTYNYP.... Result: 1 (interaction). (5) The miRNA is hsa-miR-8087 with sequence GAAGACUUCUUGGAUUACAGGGG. The protein sequence of the target gene is MAAAVAAAAAMRSRILQVSSKVNATWYPASSFSSSSVPTVKLFIDGKFVESKSDKWIDIHNPATNEVVGRVPQSTKAEMDAAVESCKRAFPAWADTSILSRQQVLLRYQQLIKENLKEIARLITLEQGKTLADAEGDVFRGLQVVEHACSVTSLMLGETMPSITKDMDLYSYRLPLGVCAGIAPFNFPAMIPLWMFPMAMVCGNTFLMKPSERVPGATMLLAKLLQDSGAPDGTLNIIHGQHDAVNFICDHPDIKAISFVGSNQAGEYIFERGSRNGKRVQANMGAKNHGVVMPDANKEN.... Result: 0 (no interaction). (6) The miRNA is hsa-miR-4458 with sequence AGAGGUAGGUGUGGAAGAA. The protein sequence of the target gene is MSDGFDRAPGAGRGRSRGLGRGGGGPEGGGFPNGAGPAERARHQPPQPKAPGFLQPPPLRQPRTTPPPGAQCEVPASPQRPSRPGALPEQTRPLRAPPSSQDKIPQQNSESAMAKPQVVVAPVLMSKLSVNAPEFYPSGYSSSYTESYEDGCEDYPTLSEYVQDFLNHLTEQPGSFETEIEQFAETLNGCVTTDDALQELVELIYQQATSIPNFSYMGARLCNYLSHHLTISPQSGNFRQLLLQRCRTEYEVKDQAAKGDEVTRKRFHAFVLFLGELYLNLEIKGTNGQVTRADILQVGL.... Result: 0 (no interaction).